From a dataset of Reaction yield outcomes from USPTO patents with 853,638 reactions. Predict the reaction yield, written as a fraction of the theoretical maximum amount of product (1.0 means a 100% yield; for example, 0.34 means a 34% yield). (1) The reactants are [Cl:1]C(OC(Cl)C)=O.C([N:21]1[CH2:24][CH:23]([O:25][CH2:26][CH2:27][O:28][CH3:29])[CH2:22]1)(C1C=CC=CC=1)C1C=CC=CC=1.CO. The catalyst is ClCCCl. The product is [ClH:1].[CH3:29][O:28][CH2:27][CH2:26][O:25][CH:23]1[CH2:24][NH:21][CH2:22]1. The yield is 0.900. (2) The reactants are Br[C:2]1[CH:7]=[CH:6][C:5]([C@@H:8]([N:10]2[CH2:15][CH2:14][C@:13]([CH2:22][C:23]([OH:26])([CH3:25])[CH3:24])([C:16]3[CH:21]=[CH:20][CH:19]=[CH:18][CH:17]=3)[O:12][C:11]2=[O:27])[CH3:9])=[CH:4][CH:3]=1.C([O:32][C:33]1[CH:38]=[N:37][C:36](B2OC(C)(C)C(C)(C)O2)=[CH:35][N:34]=1)(C)(C)C.C([O-])([O-])=O.[Cs+].[Cs+].O. The catalyst is C1C=CC(P(C2C=CC=CC=2)[C-]2C=CC=C2)=CC=1.C1C=CC(P(C2C=CC=CC=2)[C-]2C=CC=C2)=CC=1.Cl[Pd]Cl.[Fe+2].O1CCOCC1. The product is [OH:26][C:23]([CH3:25])([CH3:24])[CH2:22][C@@:13]1([C:16]2[CH:21]=[CH:20][CH:19]=[CH:18][CH:17]=2)[O:12][C:11](=[O:27])[N:10]([C@H:8]([C:5]2[CH:6]=[CH:7][C:2]([C:36]3[N:37]=[CH:38][C:33](=[O:32])[NH:34][CH:35]=3)=[CH:3][CH:4]=2)[CH3:9])[CH2:15][CH2:14]1. The yield is 0.550.